Dataset: Reaction yield outcomes from USPTO patents with 853,638 reactions. Task: Predict the reaction yield, written as a fraction of the theoretical maximum amount of product (1.0 means a 100% yield; for example, 0.34 means a 34% yield). (1) The reactants are [NH:1]1[CH2:6][CH2:5][O:4][CH2:3][CH2:2]1.[I:7][C:8]1[CH:15]=[CH:14][C:11]([CH2:12]Br)=[CH:10][CH:9]=1. The catalyst is CS(C)=O.C([O-])(O)=O.[Na+]. The product is [I:7][C:8]1[CH:15]=[CH:14][C:11]([CH2:12][N:1]2[CH2:6][CH2:5][O:4][CH2:3][CH2:2]2)=[CH:10][CH:9]=1. The yield is 0.840. (2) The reactants are C([O:8][C:9]1[CH:14]=[C:13]([O:15]CC2C=CC=CC=2)[C:12]([C:23]([CH3:25])=[CH2:24])=[CH:11][C:10]=1[C:26]([N:28]1[CH2:36][C:35]2[C:30](=[CH:31][CH:32]=[CH:33][C:34]=2[O:37][CH2:38][CH2:39][CH2:40][N:41]2[CH2:46][CH2:45][O:44][CH2:43][CH2:42]2)[CH2:29]1)=[O:27])C1C=CC=CC=1. The product is [OH:8][C:9]1[CH:14]=[C:13]([OH:15])[C:12]([CH:23]([CH3:25])[CH3:24])=[CH:11][C:10]=1[C:26]([N:28]1[CH2:36][C:35]2[C:30](=[CH:31][CH:32]=[CH:33][C:34]=2[O:37][CH2:38][CH2:39][CH2:40][N:41]2[CH2:42][CH2:43][O:44][CH2:45][CH2:46]2)[CH2:29]1)=[O:27]. The catalyst is CO.[Pd]. The yield is 0.0600. (3) The reactants are [N-:1]=[N+:2]=[N-:3].[Na+].[Cl:5][C:6]1[C:11]([O:12][CH2:13][C@@H:14]2[CH2:16][O:15]2)=[CH:10][CH:9]=[CH:8][N:7]=1.O.[N-]=[N+]=[N-].[Na+]. The catalyst is O.O1CCOCC1. The product is [N:1]([CH2:16][C@H:14]([OH:15])[CH2:13][O:12][C:11]1[C:6]([Cl:5])=[N:7][CH:8]=[CH:9][CH:10]=1)=[N+:2]=[N-:3]. The yield is 0.928. (4) The reactants are [Br:1][C:2]1[C:7]([Cl:8])=[CH:6][CH:5]=[CH:4][C:3]=1[CH2:9][OH:10].C(=O)([O-])O.[Na+].S([O-])([O-])(=O)=S.[Na+].[Na+]. The catalyst is C(Cl)Cl. The product is [Br:1][C:2]1[C:7]([Cl:8])=[CH:6][CH:5]=[CH:4][C:3]=1[CH:9]=[O:10]. The yield is 0.940. (5) The reactants are C[O:2][C:3]([C:5]1([CH2:12][NH2:13])[C:7]2([CH2:11][CH2:10][CH2:9][CH2:8]2)[CH2:6]1)=[O:4].O[Li].O. The catalyst is CO. The product is [NH2:13][CH2:12][C:5]1([C:3]([OH:4])=[O:2])[C:7]2([CH2:11][CH2:10][CH2:9][CH2:8]2)[CH2:6]1. The yield is 0.390.